Dataset: Full USPTO retrosynthesis dataset with 1.9M reactions from patents (1976-2016). Task: Predict the reactants needed to synthesize the given product. (1) Given the product [OH:39][C:40]([CH3:45])([CH3:44])[C:41]([NH:2][NH:1][C:3]([C:5]1[S:6][C:7]([C:19]2[C:28]3[C:23](=[CH:24][CH:25]=[CH:26][CH:27]=3)[C:22]([S:29]([NH:32][C@@H:33]([CH3:38])[C:34]([F:36])([F:35])[F:37])(=[O:31])=[O:30])=[CH:21][CH:20]=2)=[C:8]([C:10]([N:12]2[CH2:17][CH2:16][CH:15]([CH3:18])[CH2:14][CH2:13]2)=[O:11])[N:9]=1)=[O:4])=[O:42], predict the reactants needed to synthesize it. The reactants are: [NH:1]([C:3]([C:5]1[S:6][C:7]([C:19]2[C:28]3[C:23](=[CH:24][CH:25]=[CH:26][CH:27]=3)[C:22]([S:29]([NH:32][C@@H:33]([CH3:38])[C:34]([F:37])([F:36])[F:35])(=[O:31])=[O:30])=[CH:21][CH:20]=2)=[C:8]([C:10]([N:12]2[CH2:17][CH2:16][CH:15]([CH3:18])[CH2:14][CH2:13]2)=[O:11])[N:9]=1)=[O:4])[NH2:2].[OH:39][C:40]([CH3:45])([CH3:44])[C:41](O)=[O:42].CN(C(ON1N=NC2C=CC=NC1=2)=[N+](C)C)C.F[P-](F)(F)(F)(F)F.C(#N)C. (2) Given the product [F:1][C:2]([C:11]([F:12])([F:13])[F:14])([C:7]([F:9])([F:8])[F:10])[CH2:3][CH2:4][C:5]([OH:16])=[O:6], predict the reactants needed to synthesize it. The reactants are: [F:1][C:2]([C:11]([F:14])([F:13])[F:12])([C:7]([F:10])([F:9])[F:8])[CH2:3][CH2:4][CH2:5][OH:6].[Mn]([O-])(=O)(=O)=[O:16].[K+].C(O)(C)(C)C. (3) The reactants are: I[C:2]1[CH:7]=[CH:6][CH:5]=[C:4]([S:8]([CH3:11])(=[O:10])=[O:9])[CH:3]=1.I[C:13]([F:20])([F:19])[C:14]([O:16][CH2:17][CH3:18])=[O:15].[Cl-].[NH4+]. Given the product [F:19][C:13]([F:20])([C:2]1[CH:7]=[CH:6][CH:5]=[C:4]([S:8]([CH3:11])(=[O:10])=[O:9])[CH:3]=1)[C:14]([O:16][CH2:17][CH3:18])=[O:15], predict the reactants needed to synthesize it. (4) Given the product [CH2:28]([N:11]1[C:12]2[N:19]=[C:18]([N:20]3[CH2:25][CH2:24][N:23]([CH3:26])[CH2:22][CH2:21]3)[C:17]([F:27])=[CH:16][C:13]=2[C:14](=[O:15])[N:9]([OH:8])[C:10]1=[O:30])[CH3:29], predict the reactants needed to synthesize it. The reactants are: C([O:8][N:9]1[C:14](=[O:15])[C:13]2[CH:16]=[C:17]([F:27])[C:18]([N:20]3[CH2:25][CH2:24][N:23]([CH3:26])[CH2:22][CH2:21]3)=[N:19][C:12]=2[N:11]([CH2:28][CH3:29])[C:10]1=[O:30])C1C=CC=CC=1. (5) Given the product [CH2:1]([O:3][C:4]1[C:11]([F:12])=[CH:10][CH:9]=[C:6]([CH:7]=[O:8])[C:5]=1[O:13][S:22]([C:21]([F:34])([F:33])[F:20])(=[O:24])=[O:23])[CH3:2], predict the reactants needed to synthesize it. The reactants are: [CH2:1]([O:3][C:4]1[C:5]([OH:13])=[C:6]([CH:9]=[CH:10][C:11]=1[F:12])[CH:7]=[O:8])[CH3:2].N1C=CC=CC=1.[F:20][C:21]([F:34])([F:33])[S:22](O[S:22]([C:21]([F:34])([F:33])[F:20])(=[O:24])=[O:23])(=[O:24])=[O:23]. (6) Given the product [N+:38]([C:41]1[CH:42]=[CH:43][C:44]([CH2:45][O:46][N:47]=[CH:1][C:3]2[CH:4]=[C:5]([CH:35]=[CH:36][CH:37]=2)[CH2:6][N:7]([C@@H:25]2[C:34]3[C:29](=[CH:30][CH:31]=[CH:32][CH:33]=3)[CH2:28][CH2:27][CH2:26]2)[C:8]([C:10]2[CH:15]=[C:14]([C:16]([OH:18])=[O:17])[C:13]([C:19]([OH:21])=[O:20])=[CH:12][C:11]=2[C:22]([OH:24])=[O:23])=[O:9])=[CH:48][CH:49]=1)([O-:40])=[O:39], predict the reactants needed to synthesize it. The reactants are: [CH:1]([C:3]1[CH:4]=[C:5]([CH:35]=[CH:36][CH:37]=1)[CH2:6][N:7]([C@@H:25]1[C:34]2[C:29](=[CH:30][CH:31]=[CH:32][CH:33]=2)[CH2:28][CH2:27][CH2:26]1)[C:8]([C:10]1[CH:15]=[C:14]([C:16]([OH:18])=[O:17])[C:13]([C:19]([OH:21])=[O:20])=[CH:12][C:11]=1[C:22]([OH:24])=[O:23])=[O:9])=O.[N+:38]([C:41]1[CH:49]=[CH:48][C:44]([CH2:45][O:46][NH2:47])=[CH:43][CH:42]=1)([O-:40])=[O:39]. (7) Given the product [Br:19][C:11]1[CH:10]=[C:9]2[C:14]([CH:15]=[C:16]([O:17][CH3:18])[C:7]([C:5]([OH:6])=[O:4])=[CH:8]2)=[CH:13][CH:12]=1, predict the reactants needed to synthesize it. The reactants are: [OH-].[Na+].C[O:4][C:5]([C:7]1[C:16]([O:17][CH3:18])=[CH:15][C:14]2[C:9](=[CH:10][C:11]([Br:19])=[CH:12][CH:13]=2)[CH:8]=1)=[O:6].